The task is: Predict the reactants needed to synthesize the given product.. This data is from Full USPTO retrosynthesis dataset with 1.9M reactions from patents (1976-2016). (1) Given the product [C:1]([C:4]12[CH2:5][CH:6]3[CH2:12][CH:10]([CH2:9][CH:8]([C:7]3([O:17][C:19](=[O:18])[CH:20]=[CH2:21])[CH:14]([CH3:15])[CH3:16])[CH2:13]1)[CH2:11]2)([OH:3])=[O:2], predict the reactants needed to synthesize it. The reactants are: [C:1]([C:4]12[CH2:13][CH:8]3[CH2:9][CH:10]([CH2:12][CH:6]([C:7]3([OH:17])[CH:14]([CH3:16])[CH3:15])[CH2:5]1)[CH2:11]2)([OH:3])=[O:2].[OH:18][C:19](C12CC3CC(CC(C3)C1)C2)(C)[CH:20](C)[CH3:21]. (2) Given the product [N:28]([C@@H:2]1[CH2:11][CH2:10][CH2:9][C:8]2[CH:7]=[C:6]([C:12]#[N:13])[CH:5]=[CH:4][C:3]1=2)=[N+:29]=[N-:30], predict the reactants needed to synthesize it. The reactants are: O[CH:2]1[CH2:11][CH2:10][CH2:9][C:8]2[CH:7]=[C:6]([C:12]#[N:13])[CH:5]=[CH:4][C:3]1=2.C1C=CC(P([N:28]=[N+:29]=[N-:30])(C2C=CC=CC=2)=O)=CC=1.C1CCN2C(=NCCC2)CC1.